From a dataset of NCI-60 drug combinations with 297,098 pairs across 59 cell lines. Regression. Given two drug SMILES strings and cell line genomic features, predict the synergy score measuring deviation from expected non-interaction effect. (1) Drug 1: C1=CC=C(C(=C1)C(C2=CC=C(C=C2)Cl)C(Cl)Cl)Cl. Drug 2: C1CN(P(=O)(OC1)NCCCl)CCCl. Cell line: OVCAR-4. Synergy scores: CSS=0.822, Synergy_ZIP=-0.337, Synergy_Bliss=-1.95, Synergy_Loewe=-0.219, Synergy_HSA=-2.17. (2) Synergy scores: CSS=-0.209, Synergy_ZIP=0.205, Synergy_Bliss=0.158, Synergy_Loewe=-2.62, Synergy_HSA=-1.32. Cell line: TK-10. Drug 2: CN1C2=C(C=C(C=C2)N(CCCl)CCCl)N=C1CCCC(=O)O.Cl. Drug 1: C1=CC(=CC=C1C#N)C(C2=CC=C(C=C2)C#N)N3C=NC=N3. (3) Drug 1: C1=CC(=CC=C1CCC2=CNC3=C2C(=O)NC(=N3)N)C(=O)NC(CCC(=O)O)C(=O)O. Drug 2: CC1CCC2CC(C(=CC=CC=CC(CC(C(=O)C(C(C(=CC(C(=O)CC(OC(=O)C3CCCCN3C(=O)C(=O)C1(O2)O)C(C)CC4CCC(C(C4)OC)OCCO)C)C)O)OC)C)C)C)OC. Cell line: CAKI-1. Synergy scores: CSS=28.4, Synergy_ZIP=-7.04, Synergy_Bliss=-7.85, Synergy_Loewe=-1.28, Synergy_HSA=0.822. (4) Drug 1: C1CC(=O)NC(=O)C1N2C(=O)C3=CC=CC=C3C2=O. Drug 2: CC1C(C(CC(O1)OC2CC(CC3=C2C(=C4C(=C3O)C(=O)C5=CC=CC=C5C4=O)O)(C(=O)C)O)N)O. Cell line: DU-145. Synergy scores: CSS=42.9, Synergy_ZIP=4.75, Synergy_Bliss=4.27, Synergy_Loewe=-46.0, Synergy_HSA=3.63. (5) Drug 1: C(=O)(N)NO. Drug 2: CC(C)NC(=O)C1=CC=C(C=C1)CNNC.Cl. Cell line: NCI-H522. Synergy scores: CSS=-2.80, Synergy_ZIP=1.57, Synergy_Bliss=1.20, Synergy_Loewe=-1.94, Synergy_HSA=-1.44. (6) Synergy scores: CSS=3.58, Synergy_ZIP=-0.129, Synergy_Bliss=0.293, Synergy_Loewe=2.08, Synergy_HSA=1.27. Drug 1: CC1C(C(CC(O1)OC2CC(CC3=C2C(=C4C(=C3O)C(=O)C5=C(C4=O)C(=CC=C5)OC)O)(C(=O)CO)O)N)O.Cl. Drug 2: CN(C(=O)NC(C=O)C(C(C(CO)O)O)O)N=O. Cell line: NCI-H522. (7) Drug 1: C1=CN(C(=O)N=C1N)C2C(C(C(O2)CO)O)O.Cl. Drug 2: CC1CCC2CC(C(=CC=CC=CC(CC(C(=O)C(C(C(=CC(C(=O)CC(OC(=O)C3CCCCN3C(=O)C(=O)C1(O2)O)C(C)CC4CCC(C(C4)OC)O)C)C)O)OC)C)C)C)OC. Cell line: PC-3. Synergy scores: CSS=2.25, Synergy_ZIP=-0.256, Synergy_Bliss=4.12, Synergy_Loewe=-1.34, Synergy_HSA=0.442. (8) Cell line: NCI-H226. Drug 1: CC1=C(C=C(C=C1)C(=O)NC2=CC(=CC(=C2)C(F)(F)F)N3C=C(N=C3)C)NC4=NC=CC(=N4)C5=CN=CC=C5. Drug 2: N.N.Cl[Pt+2]Cl. Synergy scores: CSS=13.2, Synergy_ZIP=-1.79, Synergy_Bliss=-1.92, Synergy_Loewe=-1.04, Synergy_HSA=-1.78.